From a dataset of Reaction yield outcomes from USPTO patents with 853,638 reactions. Predict the reaction yield, written as a fraction of the theoretical maximum amount of product (1.0 means a 100% yield; for example, 0.34 means a 34% yield). (1) The reactants are [CH3:1][O:2][C:3]([C:5]1[N:6]=[C:7]([C:10]2[CH:15]=[CH:14][C:13]([CH2:16][N:17]3C(=O)C4C(=CC=CC=4)C3=O)=[CH:12][CH:11]=2)[NH:8][CH:9]=1)=[O:4].O.NN. The catalyst is C(O)C. The product is [CH3:1][O:2][C:3]([C:5]1[N:6]=[C:7]([C:10]2[CH:15]=[CH:14][C:13]([CH2:16][NH2:17])=[CH:12][CH:11]=2)[NH:8][CH:9]=1)=[O:4]. The yield is 0.430. (2) The reactants are [CH2:1]([C:5]1[N:10]=[C:9]([CH3:11])[N:8]([CH2:12][C:13]2[CH:17]=[C:16]([CH3:18])[N:15]([CH3:19])[N:14]=2)[C:7](=[O:20])[C:6]=1[CH2:21][C:22]1[CH:27]=[CH:26][C:25]([C:28]2[CH:33]=[CH:32][CH:31]=[CH:30][C:29]=2[C:34]2[NH:38][C:37](=[O:39])[O:36][N:35]=2)=[CH:24][CH:23]=1)[CH2:2][CH2:3][CH3:4].[ClH:40].C(OCC)(=O)C. The catalyst is C(OCC)(=O)C. The product is [ClH:40].[CH2:1]([C:5]1[N:10]=[C:9]([CH3:11])[N:8]([CH2:12][C:13]2[CH:17]=[C:16]([CH3:18])[N:15]([CH3:19])[N:14]=2)[C:7](=[O:20])[C:6]=1[CH2:21][C:22]1[CH:27]=[CH:26][C:25]([C:28]2[CH:33]=[CH:32][CH:31]=[CH:30][C:29]=2[C:34]2[NH:38][C:37](=[O:39])[O:36][N:35]=2)=[CH:24][CH:23]=1)[CH2:2][CH2:3][CH3:4]. The yield is 0.680. (3) The reactants are [F:1][C:2]1[CH:7]=[CH:6][C:5]([C:8]2[C:9]([CH3:15])([CH3:14])[CH2:10][NH:11][CH2:12][CH:13]=2)=[CH:4][CH:3]=1.C(O)(=O)C. The catalyst is CO.[OH-].[OH-].[Pd+2]. The product is [F:1][C:2]1[CH:7]=[CH:6][C:5]([CH:8]2[CH2:13][CH2:12][NH:11][CH2:10][C:9]2([CH3:15])[CH3:14])=[CH:4][CH:3]=1. The yield is 0.970. (4) The reactants are [N:1]1[CH:6]=[CH:5][CH:4]=[CH:3][C:2]=1[CH2:7][O:8][C:9]1[CH:16]=[CH:15][C:12]([C:13]#[N:14])=[CH:11][CH:10]=1.[H-].[Al+3].[Li+].[H-].[H-].[H-]. The catalyst is O1CCCC1. The product is [N:1]1[CH:6]=[CH:5][CH:4]=[CH:3][C:2]=1[CH2:7][O:8][C:9]1[CH:16]=[CH:15][C:12]([CH2:13][NH2:14])=[CH:11][CH:10]=1. The yield is 0.900. (5) The yield is 0.680. The catalyst is CN(C=O)C. The product is [N:18]1([CH2:17][CH2:16][O:15][C:12]2[CH:13]=[CH:14][C:9]([C:5]3[CH:6]=[C:7]([O:8][CH2:41][C:42]4[CH:47]=[CH:46][CH:45]=[C:44]([N+:48]([O-:50])=[O:49])[CH:43]=4)[C:2]([NH2:1])=[N:3][CH:4]=3)=[CH:10][CH:11]=2)[CH2:23][CH2:22][O:21][CH2:20][CH2:19]1. The reactants are [NH2:1][C:2]1[C:7]([OH:8])=[CH:6][C:5]([C:9]2[CH:14]=[CH:13][C:12]([O:15][CH2:16][CH2:17][N:18]3[CH2:23][CH2:22][O:21][CH2:20][CH2:19]3)=[CH:11][CH:10]=2)=[CH:4][N:3]=1.NC1C(O)=CC(C2C=CC=CC=2)=CN=1.[H-].[Na+].Br[CH2:41][C:42]1[CH:47]=[CH:46][CH:45]=[C:44]([N+:48]([O-:50])=[O:49])[CH:43]=1.Cl. (6) The reactants are [H-].[Na+].[CH3:3][C:4]([CH3:8])=[CH:5][CH2:6][OH:7].Br[CH2:10][C:11]1[N:16]=[C:15]([NH2:17])[N:14]=[C:13]([NH2:18])[C:12]=1[C:19]1[CH:24]=[CH:23][C:22]([NH:25][CH2:26][C:27]2[CH:32]=[CH:31][C:30]([S:33]([CH3:36])(=[O:35])=[O:34])=[CH:29][CH:28]=2)=[CH:21][CH:20]=1.CN1C(=O)N(C)CCC1. The catalyst is C1COCC1.O. The product is [CH3:3][C:4]([CH3:8])=[CH:5][CH2:6][O:7][CH2:10][C:11]1[N:16]=[C:15]([NH2:17])[N:14]=[C:13]([NH2:18])[C:12]=1[C:19]1[CH:20]=[CH:21][C:22]([NH:25][CH2:26][C:27]2[CH:32]=[CH:31][C:30]([S:33]([CH3:36])(=[O:35])=[O:34])=[CH:29][CH:28]=2)=[CH:23][CH:24]=1. The yield is 0.120. (7) The reactants are C1(C)C=CC=CC=1.[CH2:8]([C:10]1([CH2:20][CH2:21][O:22][C:23]2[CH:28]=[CH:27][N:26]=[C:25]([CH2:29][S:30][C:31]3[NH:35][C:34]4[CH:36]=[CH:37][CH:38]=[CH:39][C:33]=4[N:32]=3)[C:24]=2[CH3:40])[O:19][CH2:18][C:13]2([O:17][CH2:16][CH2:15][O:14]2)[CH2:12][O:11]1)[CH3:9].ClC1C=CC=C(C(OO)=[O:49])C=1. The catalyst is CO. The product is [CH2:8]([C:10]1([CH2:20][CH2:21][O:22][C:23]2[CH:28]=[CH:27][N:26]=[C:25]([CH2:29][S:30]([C:31]3[NH:35][C:34]4[CH:36]=[CH:37][CH:38]=[CH:39][C:33]=4[N:32]=3)=[O:49])[C:24]=2[CH3:40])[O:19][CH2:18][C:13]2([O:14][CH2:15][CH2:16][O:17]2)[CH2:12][O:11]1)[CH3:9]. The yield is 0.479.